The task is: Regression. Given a peptide amino acid sequence and an MHC pseudo amino acid sequence, predict their binding affinity value. This is MHC class I binding data.. This data is from Peptide-MHC class I binding affinity with 185,985 pairs from IEDB/IMGT. (1) The peptide sequence is KVALYRRIQR. The MHC is HLA-A02:03 with pseudo-sequence HLA-A02:03. The binding affinity (normalized) is 0. (2) The peptide sequence is IVIYPNFSKA. The MHC is HLA-A02:01 with pseudo-sequence HLA-A02:01. The binding affinity (normalized) is 0.151. (3) The binding affinity (normalized) is 0.432. The peptide sequence is QARQMVQAM. The MHC is HLA-B08:01 with pseudo-sequence HLA-B08:01. (4) The peptide sequence is SYIINIITL. The MHC is H-2-Kb with pseudo-sequence H-2-Kb. The binding affinity (normalized) is 0.430. (5) The peptide sequence is TILGIGTVL. The MHC is Patr-B0101 with pseudo-sequence Patr-B0101. The binding affinity (normalized) is 0. (6) The peptide sequence is CPPRQDYRYW. The MHC is Mamu-B17 with pseudo-sequence Mamu-B17. The binding affinity (normalized) is 0.343.